Dataset: Forward reaction prediction with 1.9M reactions from USPTO patents (1976-2016). Task: Predict the product of the given reaction. (1) Given the reactants [C:1](Cl)(=O)[O:2]C1C=CC([N+]([O-])=O)=CC=1.[NH2:14][C:15]1[CH:20]=[CH:19][C:18]([S:21]([N:24]2[CH2:29][CH2:28][N:27]([CH2:30][C:31]3[CH:36]=[CH:35][C:34]([C:37]([OH:46])([C:42]([F:45])([F:44])[F:43])[C:38]([F:41])([F:40])[F:39])=[CH:33][CH:32]=3)[CH2:26][CH2:25]2)(=[O:23])=[O:22])=[CH:17][CH:16]=1.[CH:47]1([CH:50]([NH2:52])C)[CH2:49][CH2:48]1.O, predict the reaction product. The product is: [CH:47]1([CH2:50][NH:52][C:1]([NH:14][C:15]2[CH:16]=[CH:17][C:18]([S:21]([N:24]3[CH2:25][CH2:26][N:27]([CH2:30][C:31]4[CH:32]=[CH:33][C:34]([C:37]([OH:46])([C:38]([F:39])([F:40])[F:41])[C:42]([F:45])([F:44])[F:43])=[CH:35][CH:36]=4)[CH2:28][CH2:29]3)(=[O:22])=[O:23])=[CH:19][CH:20]=2)=[O:2])[CH2:49][CH2:48]1. (2) Given the reactants [CH3:1][C:2]1[CH:3]([C:10]2[CH:17]=[CH:16][CH:15]=[CH:14][C:11]=2[CH:12]=O)[C:4]([CH3:9])=[C:5]([CH3:8])[C:6]=1[CH3:7].C(O)(=O)C.[CH:22]([C:25]1[CH:31]=[CH:30][CH:29]=[C:28]([CH:32]([CH3:34])[CH3:33])[C:26]=1[NH2:27])([CH3:24])[CH3:23], predict the reaction product. The product is: [CH3:1][C:2]1[CH:3]([C:10]2[CH:17]=[CH:16][CH:15]=[CH:14][C:11]=2[CH:12]=[N:27][C:26]2[C:28]([CH:32]([CH3:33])[CH3:34])=[CH:29][CH:30]=[CH:31][C:25]=2[CH:22]([CH3:24])[CH3:23])[C:4]([CH3:9])=[C:5]([CH3:8])[C:6]=1[CH3:7].